From a dataset of NCI-60 drug combinations with 297,098 pairs across 59 cell lines. Regression. Given two drug SMILES strings and cell line genomic features, predict the synergy score measuring deviation from expected non-interaction effect. (1) Drug 1: C1CCC(C1)C(CC#N)N2C=C(C=N2)C3=C4C=CNC4=NC=N3. Drug 2: CC1=C2C(C(=O)C3(C(CC4C(C3C(C(C2(C)C)(CC1OC(=O)C(C(C5=CC=CC=C5)NC(=O)OC(C)(C)C)O)O)OC(=O)C6=CC=CC=C6)(CO4)OC(=O)C)OC)C)OC. Cell line: SF-539. Synergy scores: CSS=53.4, Synergy_ZIP=3.09, Synergy_Bliss=3.27, Synergy_Loewe=-14.4, Synergy_HSA=5.17. (2) Drug 1: CS(=O)(=O)CCNCC1=CC=C(O1)C2=CC3=C(C=C2)N=CN=C3NC4=CC(=C(C=C4)OCC5=CC(=CC=C5)F)Cl. Drug 2: CCC1(C2=C(COC1=O)C(=O)N3CC4=CC5=C(C=CC(=C5CN(C)C)O)N=C4C3=C2)O.Cl. Cell line: COLO 205. Synergy scores: CSS=30.2, Synergy_ZIP=-2.24, Synergy_Bliss=-5.02, Synergy_Loewe=-21.0, Synergy_HSA=-3.87. (3) Drug 1: CC1=C(C=C(C=C1)C(=O)NC2=CC(=CC(=C2)C(F)(F)F)N3C=C(N=C3)C)NC4=NC=CC(=N4)C5=CN=CC=C5. Drug 2: CC1=C2C(C(=O)C3(C(CC4C(C3C(C(C2(C)C)(CC1OC(=O)C(C(C5=CC=CC=C5)NC(=O)OC(C)(C)C)O)O)OC(=O)C6=CC=CC=C6)(CO4)OC(=O)C)O)C)O. Cell line: SNB-75. Synergy scores: CSS=16.3, Synergy_ZIP=0.178, Synergy_Bliss=5.62, Synergy_Loewe=1.78, Synergy_HSA=4.20.